This data is from Full USPTO retrosynthesis dataset with 1.9M reactions from patents (1976-2016). The task is: Predict the reactants needed to synthesize the given product. (1) The reactants are: [Cl:1][C:2]([F:10])([F:9])[C:3]([Cl:8])([F:7])[CH2:4][CH2:5]I.[F:11][C:12]([F:24])([F:23])[CH2:13][CH2:14][S:15]([CH2:18][C:19]([O:21][CH3:22])=[O:20])(=[O:17])=[O:16].[H-].[Na+].Cl. Given the product [Cl:8][C:3]([F:7])([C:2]([Cl:1])([F:10])[F:9])[CH2:4][CH2:5][CH:18]([S:15]([CH2:14][CH2:13][C:12]([F:23])([F:24])[F:11])(=[O:17])=[O:16])[C:19]([O:21][CH3:22])=[O:20], predict the reactants needed to synthesize it. (2) The reactants are: [C:1]1([C:24]2[CH:29]=[CH:28][CH:27]=[CH:26][CH:25]=2)[CH:6]=[CH:5][C:4]([CH2:7][N:8]2[C:12]3[CH:13]=[C:14]([F:19])[C:15]([I:18])=[C:16]([F:17])[C:11]=3[N:10]=[C:9]2S(C)(=O)=O)=[CH:3][CH:2]=1.[OH:30][CH:31]1[CH2:35][CH2:34][CH:33]([C:36]([O:38][CH2:39][CH3:40])=[O:37])[CH2:32]1.C1CCN2C(=NCCC2)CC1. Given the product [C:1]1([C:24]2[CH:29]=[CH:28][CH:27]=[CH:26][CH:25]=2)[CH:6]=[CH:5][C:4]([CH2:7][N:8]2[C:12]3[CH:13]=[C:14]([F:19])[C:15]([I:18])=[C:16]([F:17])[C:11]=3[N:10]=[C:9]2[O:30][CH:31]2[CH2:35][CH2:34][CH:33]([C:36]([O:38][CH2:39][CH3:40])=[O:37])[CH2:32]2)=[CH:3][CH:2]=1, predict the reactants needed to synthesize it. (3) Given the product [F:34][CH2:35][CH2:36][NH:37][C:12](=[O:13])[CH:11]([NH:15][C:16](=[O:30])[C:17]1[CH:22]=[CH:21][C:20]([O:23][CH2:24][CH2:25][C:26]([F:29])([F:28])[F:27])=[CH:19][CH:18]=1)[CH2:10][C:7]1[CH:6]=[CH:5][C:4]([O:3][C:2]([F:32])([F:31])[F:1])=[CH:9][CH:8]=1, predict the reactants needed to synthesize it. The reactants are: [F:1][C:2]([F:32])([F:31])[O:3][C:4]1[CH:9]=[CH:8][C:7]([CH2:10][CH:11]([NH:15][C:16](=[O:30])[C:17]2[CH:22]=[CH:21][C:20]([O:23][CH2:24][CH2:25][C:26]([F:29])([F:28])[F:27])=[CH:19][CH:18]=2)[C:12](O)=[O:13])=[CH:6][CH:5]=1.Cl.[F:34][CH2:35][CH2:36][NH2:37]. (4) Given the product [NH2:28][C:26]1[CH:24]=[C:12]([C:13]#[C:14][C:3]2[N:8]=[CH:7][N:6]=[C:5]([NH:9][C:10]3[CH:15]=[CH:14][C:13]([O:16][C:17]4[CH:18]=[N:19][C:20]([CH3:23])=[CH:21][CH:22]=4)=[C:12]([CH3:24])[CH:11]=3)[C:4]=2[NH2:25])[CH:11]=[CH:10][CH:27]=1, predict the reactants needed to synthesize it. The reactants are: I.I[C:3]1[N:8]=[CH:7][N:6]=[C:5]([NH:9][C:10]2[CH:15]=[CH:14][C:13]([O:16][C:17]3[CH:18]=[N:19][C:20]([CH3:23])=[CH:21][CH:22]=3)=[C:12]([CH3:24])[CH:11]=2)[C:4]=1[NH2:25].[C:26](#[N:28])[CH3:27]. (5) Given the product [CH2:17]1[C:8]2[NH:9][C:10]3[C:15]([C:7]=2[CH2:6][CH:4]([C:3]([O:2][CH3:1])=[O:16])[NH:5]1)=[CH:14][CH:13]=[CH:12][CH:11]=3, predict the reactants needed to synthesize it. The reactants are: [CH3:1][O:2][C:3](=[O:16])[C@H:4]([CH2:6][C:7]1[C:15]2[C:10](=[CH:11][CH:12]=[CH:13][CH:14]=2)[NH:9][CH:8]=1)[NH2:5].[CH2:17]=O. (6) Given the product [Br:12][C:13]1[N:22]=[CH:21][C:20]2[C:15](=[CH:16][CH:17]=[C:18]([O:10][CH2:9][CH2:8][NH:7][C:6](=[O:11])[O:5][C:1]([CH3:4])([CH3:2])[CH3:3])[CH:19]=2)[N:14]=1, predict the reactants needed to synthesize it. The reactants are: [C:1]([O:5][C:6](=[O:11])[NH:7][CH2:8][CH2:9][OH:10])([CH3:4])([CH3:3])[CH3:2].[Br:12][C:13]1[N:22]=[CH:21][C:20]2[C:15](=[CH:16][CH:17]=[C:18](O)[CH:19]=2)[N:14]=1.C1(P(C2C=CC=CC=2)C2C=CC=CC=2)C=CC=CC=1.O1CCCC1.N(C(OC(C)C)=O)=NC(OC(C)C)=O.